Dataset: Catalyst prediction with 721,799 reactions and 888 catalyst types from USPTO. Task: Predict which catalyst facilitates the given reaction. (1) Reactant: [CH3:1][N:2]1[C:10]2[C:5](=[CH:6][CH:7]=[CH:8][C:9]=2[O:11][C:12]2[CH:17]=[CH:16][N:15]=[CH:14][CH:13]=2)[CH:4]=[C:3]1[C:18]([OH:20])=O.CCN([CH:27]([CH3:29])[CH3:28])C(C)C.CN(C(O[N:38]1N=N[C:40]2[CH:41]=[CH:42][CH:43]=[N:44][C:39]1=2)=[N+](C)C)C.F[P-](F)(F)(F)(F)F.[CH:54]1C=NC2N(O)N=NC=2C=1.C[O:65][C:66]1[CH:71]=[CH:70][C:69](N)=CC=1.C[CH2:74][O:75][C:76](C)=O. Product: [C:27]([C:41]1[CH:40]=[C:39]([N:38]2[CH2:69][CH2:70][CH2:71][C:66]2=[O:65])[C:74]([O:75][CH3:76])=[C:43]([NH:44][C:18]([C:3]2[N:2]([CH3:1])[C:10]3[C:5]([CH:4]=2)=[CH:6][CH:7]=[CH:8][C:9]=3[O:11][C:12]2[CH:13]=[CH:14][N:15]=[CH:16][CH:17]=2)=[O:20])[CH:42]=1)([CH3:29])([CH3:54])[CH3:28]. The catalyst class is: 3. (2) Reactant: [CH2:1]([O:8][C:9]([NH:11][C@@H:12]([CH2:17][O:18][CH2:19][C@H:20]([O:29][CH2:30][C:31]([CH3:33])=[CH2:32])[C@@H:21]([O:24][CH2:25][C:26]([CH3:28])=[CH2:27])[CH2:22][OH:23])[C:13]([O:15][CH3:16])=[O:14])=[O:10])[C:2]1[CH:7]=[CH:6][CH:5]=[CH:4][CH:3]=1. Product: [CH2:1]([O:8][C:9]([NH:11][C@@H:12]([CH2:17][O:18][CH2:19][C@H:20]([O:29][CH2:30][C:31]([CH3:33])=[CH2:32])[C@@H:21]([O:24][CH2:25][C:26]([CH3:28])=[CH2:27])[CH:22]=[O:23])[C:13]([O:15][CH3:16])=[O:14])=[O:10])[C:2]1[CH:7]=[CH:6][CH:5]=[CH:4][CH:3]=1. The catalyst class is: 583. (3) Product: [CH3:38][C:30]1[C:31](=[O:32])[C@@H:33]([OH:34])[C:35]([CH3:36])([CH3:37])[C:29]=1/[CH:28]=[CH:27]/[C:26](/[CH3:39])=[CH:25]/[CH:24]=[CH:23]/[C:22](/[CH3:40])=[CH:21]/[CH:20]=[CH:19]/[CH:18]=[C:17](\[CH3:41])/[CH:16]=[CH:15]/[CH:14]=[C:13](\[CH3:42])/[CH:12]=[CH:11]/[C:3]1[C:4]([CH3:10])([CH3:9])[C@H:5]([OH:6])[C:7](=[O:8])[C:2]=1[CH3:1]. The catalyst class is: 98. Reactant: [CH3:1][C:2]1[C:7](=[O:8])[C:5](=[O:6])[C:4]([CH3:10])([CH3:9])[C:3]=1/[CH:11]=[CH:12]/[C:13](/[CH3:42])=[CH:14]/[CH:15]=[CH:16]/[C:17](/[CH3:41])=[CH:18]/[CH:19]=[CH:20]/[CH:21]=[C:22](\[CH3:40])/[CH:23]=[CH:24]/[CH:25]=[C:26](\[CH3:39])/[CH:27]=[CH:28]/[C:29]1[C:35]([CH3:37])([CH3:36])[C:33](=[O:34])[C:31](=[O:32])[C:30]=1[CH3:38].[BH4-].[Na+].C(O)C. (4) Reactant: Br[C:2]1[CH:7]=[C:6]([CH2:8][CH3:9])[CH:5]=[C:4]([Br:10])[CH:3]=1.[Cu](C#N)[C:12]#[N:13].N1C=CC=CC=1.N. Product: [Br:10][C:4]1[CH:3]=[C:2]([CH:7]=[C:6]([CH2:8][CH3:9])[CH:5]=1)[C:12]#[N:13]. The catalyst class is: 18. (5) Reactant: [Cl:1][C:2]1[C:3]([C:16]2[C:21]([Cl:22])=[CH:20][N:19]=[C:18](F)[CH:17]=2)=[N:4][C:5]([NH:8][CH2:9][CH:10]2[CH2:15][CH2:14][O:13][CH2:12][CH2:11]2)=[CH:6][CH:7]=1.CS(C)=O.[C@H:28]1([NH2:35])[CH2:33][CH2:32][C@H:31]([NH2:34])[CH2:30][CH2:29]1. Product: [NH2:34][C@H:31]1[CH2:32][CH2:33][C@H:28]([NH:35][C:18]2[CH:17]=[C:16]([C:3]3[C:2]([Cl:1])=[CH:7][CH:6]=[C:5]([NH:8][CH2:9][CH:10]4[CH2:15][CH2:14][O:13][CH2:12][CH2:11]4)[N:4]=3)[C:21]([Cl:22])=[CH:20][N:19]=2)[CH2:29][CH2:30]1. The catalyst class is: 13.